From a dataset of Catalyst prediction with 721,799 reactions and 888 catalyst types from USPTO. Predict which catalyst facilitates the given reaction. (1) Reactant: [C:1]1([CH3:11])[CH:6]=[C:5](C)[CH:4]=[C:3]([CH3:8])C=1[Mg]Br.Cl[C:13]1[CH:18]=CC=[CH:15][CH:14]=1.C(C(C(C([O-])=O)O)O)([O-])=O.[K+].[Na+]. Product: [CH3:18][CH2:13][CH2:14][CH2:15][CH2:11][CH2:1][CH2:6][CH2:5][CH2:4][CH2:3][CH3:8]. The catalyst class is: 1. (2) The catalyst class is: 8. Product: [Br:1][C:2]1[C:7]([F:8])=[CH:6][C:5](/[C:9](=[N:14]/[NH2:15])/[CH3:10])=[C:4]([F:12])[CH:3]=1. Reactant: [Br:1][C:2]1[C:7]([F:8])=[CH:6][C:5]([C:9](=O)[CH3:10])=[C:4]([F:12])[CH:3]=1.O.[NH2:14][NH2:15]. (3) Reactant: [CH2:1]([O:8][C:9](=[O:41])[CH2:10][C:11]1([C:16]([NH:18][CH:19]([CH2:28][C:29]2[CH:34]=[CH:33][C:32]([C:35]3[CH:40]=[CH:39][CH:38]=[CH:37][CH:36]=3)=[CH:31][CH:30]=2)[CH2:20][C:21]([O:23]C(C)(C)C)=[O:22])=[O:17])[CH2:15][CH2:14][CH2:13][CH2:12]1)[C:2]1[CH:7]=[CH:6][CH:5]=[CH:4][CH:3]=1.C(O)(C(F)(F)F)=O. Product: [CH2:1]([O:8][C:9](=[O:41])[CH2:10][C:11]1([C:16]([NH:18][CH:19]([CH2:28][C:29]2[CH:30]=[CH:31][C:32]([C:35]3[CH:40]=[CH:39][CH:38]=[CH:37][CH:36]=3)=[CH:33][CH:34]=2)[CH2:20][C:21]([OH:23])=[O:22])=[O:17])[CH2:15][CH2:14][CH2:13][CH2:12]1)[C:2]1[CH:7]=[CH:6][CH:5]=[CH:4][CH:3]=1. The catalyst class is: 2.